This data is from Peptide-MHC class II binding affinity with 134,281 pairs from IEDB. The task is: Regression. Given a peptide amino acid sequence and an MHC pseudo amino acid sequence, predict their binding affinity value. This is MHC class II binding data. (1) The peptide sequence is NKALELFRKDIAAKYKEG. The MHC is DRB1_0301 with pseudo-sequence DRB1_0301. The binding affinity (normalized) is 0.333. (2) The peptide sequence is VTMNDVKIEYSGTNN. The MHC is HLA-DQA10102-DQB10602 with pseudo-sequence HLA-DQA10102-DQB10602. The binding affinity (normalized) is 0.487. (3) The peptide sequence is LGMLLMTGGVTLVRK. The MHC is DRB1_0301 with pseudo-sequence DRB1_0301. The binding affinity (normalized) is 0.744.